This data is from Experimentally validated miRNA-target interactions with 360,000+ pairs, plus equal number of negative samples. The task is: Binary Classification. Given a miRNA mature sequence and a target amino acid sequence, predict their likelihood of interaction. (1) The miRNA is hsa-miR-3120-5p with sequence CCUGUCUGUGCCUGCUGUACA. The protein sequence of the target gene is MDSVVFEDVAVDFTLEEWALLDSAQRDLYRDVMLETFQNLASVDDETQFKASGSVSQQDIYGEKIPKESKIATFTRNVSWASVLGKIWDSLSIEDQTTNQGRNLSRNHGLERLCESNDQCGEALSQIPHLNLYKKIPPGVKQYEYNTYGKVFMHRRTSLKSPITVHTGHKPYQCQECGQAYSCRSHLRMHVRTHNGERPYVCKLCGKTFPRTSSLNRHVRIHTAEKTYECKQCGKAFIDFSSLTSHLRSHTGEKPYKCKECGKAFSYSSTFRRHTITHTGEKPYKCKECAEAFSYSSTFR.... Result: 1 (interaction). (2) The miRNA is hsa-miR-4293 with sequence CAGCCUGACAGGAACAG. The protein sequence of the target gene is MDYSYLNSYDSCVAAMEASAYGDFGACSQPGGFQYSPLRPAFPAAGPPCPALGSSNCALGALRDHQPAPYSAVPYKFFPEPSGLHEKRKQRRIRTTFTSAQLKELERVFAETHYPDIYTREELALKIDLTEARVQVWFQNRRAKFRKQERAASAKGAAGATGAKKGEARCSSEDDDSKESTCSPTPDSTASLPPPPAPSLASPRLSPSPLPAALGSGPGPQPLKGALWAGVAGGGGGGPGTGAAELLKAWQPAEPGPGPFSGVLSSFHRKPGPALKTNLF. Result: 0 (no interaction). (3) The miRNA is hsa-miR-7111-5p with sequence UGGGGGAGGAAGGACAGGCCAU. The protein sequence of the target gene is MAGDVEGFCSSIHDTSVSAGFRALYEEGLLLDVTLVIEDHQFQAHKALLATQSDYFRIMFTADMRERDQDKIHLKGLTATGFSHVLQFMYYGTIELSMNTVHEILQAAMYVQLIEVVKFCCSFLLAKICLENCAEIMRLLDDFGVNIEGVREKLDAFLLDNFVPLMSRPDFLSYLSFEKLMSYLDNDHLSRFPEIELYEAVQSWLRHDRRRWRHTDTIIQNIRFCLMTPSSVFEKVKTSEFYRYSRQLRYEVDQALNYFQNVHQQPLLDMKSSRIRSAKPQTTVFRGMIGHSMVNSKILL.... Result: 0 (no interaction). (4) The miRNA is hsa-miR-500a-5p with sequence UAAUCCUUGCUACCUGGGUGAGA. The protein sequence of the target gene is MTMAPDVRLEYLEEVASIVLKFKPDKWSKLIGAEENVALFTEFFEKPDVQVLVLTLNAAGMIIPCLGFPQSLKSKGVYFIKTKSENINKDNYRARLLYGDISPTPVDQLIAVVEEVLSSLLNQSENMAGWPQVVSEDIVKQVHRLKNEMFVMSGKIKGKTLLPIPEHLGSLDGTLESMERIPSSLDNLLLHAIETTIIDWSHQIRDVLSKDSAQALLDGLHPLPQVEFEFWDTRLLNLKCIHEQLNRPKVNKIVEILEKAKSCYWPALQNVYTNVTEGLKEANDIVLYLKPLRILLEEME.... Result: 1 (interaction). (5) The miRNA is hsa-miR-625-5p with sequence AGGGGGAAAGUUCUAUAGUCC. The protein sequence of the target gene is MARGARPSAAGGGGGGAEPPERAGPGRPRGSPPGRARPSLAPRPGPEPSRPRAAPETSGGDTAGAGRCGGRRAAKLGPGRRGWWALLALQLHLLRALAQDDVAPYFKTEPGLPQIHLEGNRLVLTCLAEGSWPLEFKWMRDDSELTTYSSEYKYIIPSLQKLDAGFYRCVVRNRMGALLQRKSEVQVAYMGSFMDTDQRKTVSQGRAAILNLLPITSYPRPQVTWFREGHKIIPSNRIAITLENQLVILATTTSDAGAYYVQAVNEKNGENKTSPFIHLSIARDVGTPETMAPTIVVPPG.... Result: 1 (interaction). (6) The miRNA is hsa-miR-615-3p with sequence UCCGAGCCUGGGUCUCCCUCUU. The protein sequence of the target gene is MASERGKVKHNWSSTSEGCPRKRSCLREPCDVAPSSRPAQRSASRSGGPSSPKRLKAQKEDDVACSRRLSWGSSRRRNNSSSSFSPHFLGPGVGGAASKGCLIRNTRGFLSSGGSPLRPANASLEEMASLEEEACSLKVDSKDSSHNSTNSEFAAEAEGQNDTIEEPNKVQKRKRDRLRDQGSTMIYLKAIQGILGKSMPKRKGEAATRAKPSAAEHPSHGEGPARSEGPAKTAEGAARSVTVTAAQKEKDATPEVSMEEDKTVPERSSFYDRRVVIDPQEKPSEEPLGDRRTVIDKCSP.... Result: 1 (interaction). (7) The miRNA is hsa-miR-6873-5p with sequence CAGAGGGAAUACAGAGGGCAAU. The protein sequence of the target gene is MDVMDGCQFSPSEYFYDGSCIPSPEGEFGDEFVPRVAAFGAHKAELQGSDEDEHVRAPTGHHQAGHCLMWACKACKRKSTTMDRRKAATMRERRRLKKVNQAFETLKRCTTTNPNQRLPKVEILRNAIRYIESLQELLREQVENYYSLPGQSCSEPTSPTSNCSDGMPECNSPVWSRKSSTFDSIYCPDVSNVYATDKNSLSSLDCLSNIVDRITSSEQPGLPLQDLASLSPVASTDSQPATPGASSSRLIYHVL. Result: 0 (no interaction). (8) The miRNA is mmu-miR-182-3p with sequence GUGGUUCUAGACUUGCCAACU. The protein sequence of the target gene is MSERSDLLHFKFENYGDSMLQKMNKLREENKFCDVTVLIDDIEVQGHKIVFAAGSPFLRDQFLLNDSREVKISILQSSEVGRQLLLSCYSGVLEFPEMELVNYLTAASFLQMSHIVERCTQALWKFIKPKQPMDSKEGCEPQSASPQSKEQQGDARGSPKQDSPCIHPSEDSMDMEDSDIQIVKVESIGDVSEVRSKKDQNQFISSEPTALHSSEPQHSLINSTVENRVSEIEQNHLHNYALSYTGSDNIIMASKDVFGPNIRGVDKGLQWHHQCPKCTRVFRHLENYANHLKMHKLFMC.... Result: 0 (no interaction). (9) The miRNA is mmu-miR-345-5p with sequence GCUGACCCCUAGUCCAGUGCUU. The protein sequence of the target gene is MDPVPGTDSAPLAGLAWSSASAPPPRGFSAISCTVEGAPASFGKSFAQKSGYFLCLSSLGSLENPQENVVADIQIVVDKSPLPLGFSPVCDPMDSKASVSKKKRMCVKLLPLGATDTAVFDVRLSGKTKTVPGYLRIGDMGGFAIWCKKAKAPRPVPKPRGLSRDMQGLSLDAASQPSKGGLLERTASRLGSRASTLRRNDSIYEASSLYGISAMDGVPFTLHPRFEGKSCSPLAFSAFGDLTIKSLADIEEEYNYGFVVEKTAAARLPPSVS. Result: 0 (no interaction). (10) The miRNA is hsa-miR-6758-5p with sequence UAGAGAGGGGAAGGAUGUGAUGU. The protein sequence of the target gene is MAQAAGPAGGGEPRTEAVGGEGPREPGAAGGAAGGSRDALSLEEILRLYNQPINEEQAWAVCYQCCGSLRAAARRRQPRHRVRSAAQIRVWRDGAVTLAPAADDAGEPPPVAGKLGYSQCMETEVIESLGIIIYKALDYGLKENEERELSPPLEQLIDHMANTVEADGSNDEGYEAAEEGLGDEDEKRKISAIRSYRDVMKLCAAHLPTESDAPNHYQAVCRALFAETMELHTFLTKIKSAKENLKKIQEMEKSDESSTDLEELKNADWARFWVQVMRDLRNGVKLKKVQERQYNPLPIE.... Result: 0 (no interaction).